Dataset: Reaction yield outcomes from USPTO patents with 853,638 reactions. Task: Predict the reaction yield, written as a fraction of the theoretical maximum amount of product (1.0 means a 100% yield; for example, 0.34 means a 34% yield). (1) The reactants are CN(C)C=O.[N:6]1[CH:11]=[CH:10][CH:9]=[CH:8][C:7]=1[S:12]([CH:15]([NH:27][CH2:28][C:29]1[CH:34]=[CH:33][C:32]([C:35]2[S:36][CH:37]=[CH:38][N:39]=2)=[CH:31][CH:30]=1)[C:16]1[N:21]=[C:20]([NH:22][CH2:23][C:24]([OH:26])=[O:25])[CH:19]=[CH:18][CH:17]=1)(=[O:14])=[O:13].C(=O)([O-])[O-].[K+].[K+].CS(O[CH2:51][CH2:52][CH2:53][CH2:54][CH2:55][CH2:56][CH2:57][CH2:58][CH2:59][CH2:60][CH2:61][CH2:62][CH2:63][CH2:64][CH2:65][CH2:66][CH2:67][CH2:68][CH2:69][CH2:70][CH2:71][CH3:72])(=O)=O. The catalyst is O. The product is [CH2:72]([O:25][C:24](=[O:26])[CH2:23][NH:22][C:20]1[CH:19]=[CH:18][CH:17]=[C:16]([CH:15]([S:12]([C:7]2[CH:8]=[CH:9][CH:10]=[CH:11][N:6]=2)(=[O:14])=[O:13])[NH:27][CH2:28][C:29]2[CH:34]=[CH:33][C:32]([C:35]3[S:36][CH:37]=[CH:38][N:39]=3)=[CH:31][CH:30]=2)[N:21]=1)[CH2:71][CH2:70][CH2:69][CH2:68][CH2:67][CH2:66][CH2:65][CH2:64][CH2:63][CH2:62][CH2:61][CH2:60][CH2:59][CH2:58][CH2:57][CH2:56][CH2:55][CH2:54][CH2:53][CH2:52][CH3:51]. The yield is 0.500. (2) The yield is 0.980. The product is [NH2:26][C:4]1[CH:3]=[C:2]([Cl:1])[CH:7]=[CH:6][C:5]=1[S:8]([NH:11][C:12]1[CH:13]=[CH:14][C:15]([C:22]([F:24])([F:25])[F:23])=[C:16]2[C:21]=1[N:20]=[CH:19][CH:18]=[CH:17]2)(=[O:9])=[O:10]. The reactants are [Cl:1][C:2]1[CH:7]=[CH:6][C:5]([S:8]([NH:11][C:12]2[CH:13]=[CH:14][C:15]([C:22]([F:25])([F:24])[F:23])=[C:16]3[C:21]=2[N:20]=[CH:19][CH:18]=[CH:17]3)(=[O:10])=[O:9])=[C:4]([N+:26]([O-])=O)[CH:3]=1.Cl[Sn]Cl. The catalyst is Cl.CCO. (3) The reactants are Cl[C:2]1[CH:7]=[CH:6][N:5]=[CH:4][C:3]=1[S:8]([NH2:11])(=[O:10])=[O:9].[N-:12]=[N+:13]=[N-:14].[Na+].CN(C)C=O.O. The catalyst is [Cl-].[NH4+]. The product is [N:12]([C:2]1[CH:7]=[CH:6][N:5]=[CH:4][C:3]=1[S:8]([NH2:11])(=[O:10])=[O:9])=[N+:13]=[N-:14]. The yield is 0.910. (4) The reactants are [Na:1].C[C:3]1(C)[CH2:8][O:7][CH:6]([CH2:9][O:10][C:11]2[CH:16]=[CH:15][N:14]=[C:13]([CH2:17][S:18]([C:20]3[NH:24][C:23]4[CH:25]=[CH:26][CH:27]=[CH:28][C:22]=4[N:21]=3)=[O:19])[C:12]=2[CH3:29])[O:5][CH2:4]1.Cl[C:32]1C(C)=C[N+]([O-])=C(C)C=1C.[F:42][CH2:43]C1(CO)OCCCO1. No catalyst specified. The product is [Na:1].[F:42][CH2:43][C:6]1([CH2:9][O:10][C:11]2[C:16]([CH3:32])=[CH:15][N:14]=[C:13]([CH2:17][S:18]([C:20]3[NH:24][C:23]4[CH:25]=[CH:26][CH:27]=[CH:28][C:22]=4[N:21]=3)=[O:19])[C:12]=2[CH3:29])[O:7][CH2:8][CH2:3][CH2:4][O:5]1. The yield is 0.120. (5) The reactants are Cl[C:2]1[N:6]([CH3:7])[C:5]2[C:8]([CH:13]([CH2:16][CH3:17])[CH2:14][CH3:15])=[CH:9][CH:10]=[C:11]([Cl:12])[C:4]=2[N:3]=1.[Br:18][C:19]1[CH:25]=[C:24]([CH3:26])[C:22]([NH2:23])=[C:21]([O:27][CH3:28])[CH:20]=1. The catalyst is CN1CCCC1=O.C(OCC)(=O)C.O. The product is [Br:18][C:19]1[CH:25]=[C:24]([CH3:26])[C:22]([NH:23][C:2]2[N:6]([CH3:7])[C:5]3[C:8]([CH:13]([CH2:16][CH3:17])[CH2:14][CH3:15])=[CH:9][CH:10]=[C:11]([Cl:12])[C:4]=3[N:3]=2)=[C:21]([O:27][CH3:28])[CH:20]=1. The yield is 0.490.